From a dataset of Reaction yield outcomes from USPTO patents with 853,638 reactions. Predict the reaction yield, written as a fraction of the theoretical maximum amount of product (1.0 means a 100% yield; for example, 0.34 means a 34% yield). (1) The reactants are [OH-].[Na+].[CH3:3][C:4]1[C:9]([CH3:10])=[CH:8][CH:7]=[CH:6][C:5]=1[OH:11].Br[C:13]([CH3:18])([CH3:17])[C:14]([OH:16])=[O:15].Cl. The catalyst is C(OCC)C.O.C(C(C)=O)C. The product is [CH3:3][C:4]1[C:9]([CH3:10])=[CH:8][CH:7]=[CH:6][C:5]=1[O:11][C:13]([CH3:18])([CH3:17])[C:14]([OH:16])=[O:15]. The yield is 0.450. (2) The reactants are [CH3:1][S:2](Cl)(=[O:4])=[O:3].[I:6][C:7]1[CH:8]=[C:9]([CH2:13][CH2:14][OH:15])[CH:10]=[CH:11][CH:12]=1.C(N(C(C)C)CC)(C)C. The catalyst is ClCCl.[Cl-].[NH4+]. The product is [CH3:1][S:2]([O:15][CH2:14][CH2:13][C:9]1[CH:10]=[CH:11][CH:12]=[C:7]([I:6])[CH:8]=1)(=[O:4])=[O:3]. The yield is 0.450.